This data is from Peptide-MHC class I binding affinity with 185,985 pairs from IEDB/IMGT. The task is: Regression. Given a peptide amino acid sequence and an MHC pseudo amino acid sequence, predict their binding affinity value. This is MHC class I binding data. (1) The peptide sequence is TIEGRKVMLY. The MHC is HLA-A31:01 with pseudo-sequence HLA-A31:01. The binding affinity (normalized) is 0.0394. (2) The peptide sequence is ETIFTVLAL. The MHC is HLA-A26:01 with pseudo-sequence HLA-A26:01. The binding affinity (normalized) is 0.810. (3) The peptide sequence is IVDYVTAYG. The MHC is HLA-B07:02 with pseudo-sequence HLA-B07:02. The binding affinity (normalized) is 0.0847. (4) The peptide sequence is RPSTKNFFEL. The MHC is HLA-B51:01 with pseudo-sequence HLA-B51:01. The binding affinity (normalized) is 0.113. (5) The binding affinity (normalized) is 0.0884. The peptide sequence is RIVIYIVQM. The MHC is Mamu-A2201 with pseudo-sequence Mamu-A2201. (6) The peptide sequence is LPAQLTATA. The MHC is HLA-B15:09 with pseudo-sequence HLA-B15:09. The binding affinity (normalized) is 0.0847.